This data is from Reaction yield outcomes from USPTO patents with 853,638 reactions. The task is: Predict the reaction yield, written as a fraction of the theoretical maximum amount of product (1.0 means a 100% yield; for example, 0.34 means a 34% yield). (1) The reactants are [Cl:1][C:2]1[CH:7]=[CH:6][C:5]([C:8]2[N:12]([C:13]3[CH:18]=[CH:17][CH:16]=[CH:15][C:14]=3[OH:19])[N:11]=[C:10]([O:20][CH:21]3[CH2:26][CH2:25][N:24]([S:27]([CH3:30])(=[O:29])=[O:28])[CH2:23][CH2:22]3)[CH:9]=2)=[CH:4][CH:3]=1.[C:31](OC(O[C:31]([CH3:34])([CH3:33])[CH3:32])N(C)C)([CH3:34])([CH3:33])[CH3:32]. The catalyst is C1(C)C=CC=CC=1.CCOC(C)=O. The product is [C:31]([O:19][C:14]1[CH:15]=[CH:16][CH:17]=[CH:18][C:13]=1[N:12]1[C:8]([C:5]2[CH:4]=[CH:3][C:2]([Cl:1])=[CH:7][CH:6]=2)=[CH:9][C:10]([O:20][CH:21]2[CH2:26][CH2:25][N:24]([S:27]([CH3:30])(=[O:29])=[O:28])[CH2:23][CH2:22]2)=[N:11]1)([CH3:34])([CH3:33])[CH3:32]. The yield is 0.950. (2) The reactants are Br[C:2]1[C:3]([N:24]2[CH2:29][CH2:28][CH2:27][C@@H:26]([NH:30][C:31]([O:33][C:34]([CH3:37])([CH3:36])[CH3:35])=[O:32])[CH2:25]2)=[C:4]2[C:10]([NH:11][C:12]([CH:14]3[CH2:16][CH2:15]3)=[O:13])=[CH:9][N:8]([C:17]([O:19][C:20]([CH3:23])([CH3:22])[CH3:21])=[O:18])[C:5]2=[N:6][CH:7]=1.[C:38](=O)([O-])[O-].[K+].[K+].CB1OB(C)OB(C)O1.CC#N.O. The catalyst is O1CCOCC1.C1C=CC([P]([Pd]([P](C2C=CC=CC=2)(C2C=CC=CC=2)C2C=CC=CC=2)([P](C2C=CC=CC=2)(C2C=CC=CC=2)C2C=CC=CC=2)[P](C2C=CC=CC=2)(C2C=CC=CC=2)C2C=CC=CC=2)(C2C=CC=CC=2)C2C=CC=CC=2)=CC=1. The product is [C:34]([O:33][C:31]([NH:30][C@@H:26]1[CH2:27][CH2:28][CH2:29][N:24]([C:3]2[C:2]([CH3:38])=[CH:7][N:6]=[C:5]3[N:8]([C:17]([O:19][C:20]([CH3:22])([CH3:21])[CH3:23])=[O:18])[CH:9]=[C:10]([NH:11][C:12]([CH:14]4[CH2:16][CH2:15]4)=[O:13])[C:4]=23)[CH2:25]1)=[O:32])([CH3:36])([CH3:37])[CH3:35]. The yield is 0.550. (3) The reactants are CS([C:5]1[N:10]=[C:9]([C:11]2[CH:12]=[C:13]3[CH:29]=[N:28][NH:27][C:14]3=[N:15][C:16]=2[C:17]2[CH:22]=[CH:21][CH:20]=[C:19]([C:23]([F:26])([F:25])[F:24])[CH:18]=2)[CH:8]=[CH:7][N:6]=1)(=O)=O.[CH:30]1([CH2:33][NH2:34])[CH2:32][CH2:31]1. The catalyst is C1COCC1. The product is [CH:30]1([CH2:33][NH:34][C:5]2[N:10]=[C:9]([C:11]3[CH:12]=[C:13]4[CH:29]=[N:28][NH:27][C:14]4=[N:15][C:16]=3[C:17]3[CH:22]=[CH:21][CH:20]=[C:19]([C:23]([F:25])([F:26])[F:24])[CH:18]=3)[CH:8]=[CH:7][N:6]=2)[CH2:32][CH2:31]1. The yield is 0.670. (4) The reactants are [N:1]([O-])=O.[Na+].[NH2:5][C:6]1[CH:11]=[CH:10][C:9]([N:12]2[CH:17]=[CH:16][C:15]3[O:18][C:19]([Br:21])=[CH:20][C:14]=3[C:13]2=[O:22])=[CH:8][C:7]=1[CH3:23]. The catalyst is CC(O)=O.O. The product is [Br:21][C:19]1[O:18][C:15]2[CH:16]=[CH:17][N:12]([C:9]3[CH:8]=[C:7]4[C:6](=[CH:11][CH:10]=3)[NH:5][N:1]=[CH:23]4)[C:13](=[O:22])[C:14]=2[CH:20]=1. The yield is 0.440. (5) The reactants are [NH2:1][CH2:2][C:3]1[CH:4]=[C:5]([NH:14][C:15](=[O:19])[O:16][CH2:17][CH3:18])[CH:6]=[CH:7][C:8]=1[S:9]([CH2:12][CH3:13])(=[O:11])=[O:10].Cl[C:21](OC(C)C)=O.NC1C=CC(S(CC)(=O)=O)=C(C=1)C#N. No catalyst specified. The product is [NH2:1][CH2:2][C:3]1[CH:4]=[C:5]([NH:14][C:15](=[O:19])[O:16][CH:17]([CH3:21])[CH3:18])[CH:6]=[CH:7][C:8]=1[S:9]([CH2:12][CH3:13])(=[O:11])=[O:10]. The yield is 0.170. (6) The reactants are [F:1][C:2]1[CH:7]=[C:6]([I:8])[CH:5]=[CH:4][C:3]=1[NH:9][C:10]1[C:11]([C:15]([O:17]C)=[O:16])=[CH:12][S:13][CH:14]=1.[OH-].[K+]. The catalyst is C(O)C.O.O. The product is [F:1][C:2]1[CH:7]=[C:6]([I:8])[CH:5]=[CH:4][C:3]=1[NH:9][C:10]1[C:11]([C:15]([OH:17])=[O:16])=[CH:12][S:13][CH:14]=1. The yield is 0.830. (7) The reactants are [Mg].Br[C:3]1[CH:8]=[CH:7][C:6]([Cl:9])=[C:5]([Cl:10])[CH:4]=1.[CH2:11]([C@@H:13]1[O:15][CH2:14]1)[Cl:12]. The catalyst is C(OCC)C.[Cu](I)I. The product is [Cl:12][CH2:11][C@H:13]([OH:15])[CH2:14][C:3]1[CH:8]=[CH:7][C:6]([Cl:9])=[C:5]([Cl:10])[CH:4]=1. The yield is 0.800. (8) The reactants are Cl.[CH3:2][C:3]1[C:7]([CH2:8][N:9]2[CH:13]=[C:12]([NH2:14])[CH:11]=[N:10]2)=[C:6]([CH3:15])[O:5][N:4]=1.[C:16]1([CH:22]([CH3:26])[C:23](O)=[O:24])[CH:21]=[CH:20][CH:19]=[CH:18][CH:17]=1.C(N(CC)CC)C.C(Cl)CCl. The yield is 0.810. The catalyst is CN(C1C=CN=CC=1)C.C(Cl)Cl.Cl. The product is [CH3:2][C:3]1[C:7]([CH2:8][N:9]2[CH:13]=[C:12]([NH:14][C:23](=[O:24])[CH:22]([C:16]3[CH:21]=[CH:20][CH:19]=[CH:18][CH:17]=3)[CH3:26])[CH:11]=[N:10]2)=[C:6]([CH3:15])[O:5][N:4]=1. (9) The reactants are C(Cl)CCl.[CH2:5]([O:12][N:13]1[C:19](=[O:20])[N:18]2[CH2:21][C@H:14]1[CH2:15][CH2:16][C@H:17]2[C:22]([OH:24])=O)[C:6]1[CH:11]=[CH:10][CH:9]=[CH:8][CH:7]=1.C1C=CC2N(O)N=NC=2C=1.O[NH:36][C:37](=[NH:43])[C:38]([O:40][CH2:41][CH3:42])=[O:39]. The catalyst is CN(C=O)C. The product is [CH2:5]([O:12][N:13]1[C:19](=[O:20])[N:18]2[CH2:21][C@H:14]1[CH2:15][CH2:16][C@H:17]2[C:22]1[O:24][N:43]=[C:37]([C:38]([O:40][CH2:41][CH3:42])=[O:39])[N:36]=1)[C:6]1[CH:7]=[CH:8][CH:9]=[CH:10][CH:11]=1. The yield is 0.530.